From a dataset of Catalyst prediction with 721,799 reactions and 888 catalyst types from USPTO. Predict which catalyst facilitates the given reaction. (1) Reactant: [C:1]([C:5]1[CH:6]=[C:7]([CH:15]=[C:16]([C:18]2[N:19]([CH2:28][CH:29]3[CH2:34][CH2:33][CH2:32][CH2:31][CH2:30]3)[C:20]([CH3:27])=[C:21]([S:23](=[O:26])(=[O:25])[NH2:24])[CH:22]=2)[CH:17]=1)[C:8]([O:10]C(C)(C)C)=[O:9])([CH3:4])([CH3:3])[CH3:2].C(O)(C(F)(F)F)=O. Product: [C:1]([C:5]1[CH:6]=[C:7]([CH:15]=[C:16]([C:18]2[N:19]([CH2:28][CH:29]3[CH2:30][CH2:31][CH2:32][CH2:33][CH2:34]3)[C:20]([CH3:27])=[C:21]([S:23](=[O:26])(=[O:25])[NH2:24])[CH:22]=2)[CH:17]=1)[C:8]([OH:10])=[O:9])([CH3:4])([CH3:2])[CH3:3]. The catalyst class is: 2. (2) Reactant: C1(C(O)=O)C2C3C=CC=CC=3OC=2C=CC=1.C[O:18][C:19]([C:21]1[C:26]2[O:27][C:28]3[CH:33]=[CH:32][CH:31]=[CH:30][C:29]=3[C:25]=2[CH:24]=[CH:23][CH:22]=1)=O.O.[NH2:35][NH2:36]. Product: [CH:24]1[C:25]2[C:29]3[CH:30]=[CH:31][CH:32]=[CH:33][C:28]=3[O:27][C:26]=2[C:21]([C:19]([NH:35][NH2:36])=[O:18])=[CH:22][CH:23]=1. The catalyst class is: 5. (3) Reactant: Cl[C:2]1[N:11]=[CH:10][CH:9]=[C:8]2[C:3]=1[CH:4]=[CH:5][CH:6]=[N:7]2.[N-:12]=[N+:13]=[N-:14].[Na+]. Product: [N:12]([C:2]1[N:11]=[CH:10][CH:9]=[C:8]2[C:3]=1[CH:4]=[CH:5][CH:6]=[N:7]2)=[N+:13]=[N-:14]. The catalyst class is: 3.